From a dataset of Reaction yield outcomes from USPTO patents with 853,638 reactions. Predict the reaction yield, written as a fraction of the theoretical maximum amount of product (1.0 means a 100% yield; for example, 0.34 means a 34% yield). (1) The reactants are [N+:1]([C:4]1[CH:13]=[C:12]([C:14]([OH:16])=[O:15])[CH:11]=[CH:10][C:5]=1[C:6]([O:8][CH3:9])=[O:7])([O-:3])=[O:2].C([O-])([O-])=O.[K+].[K+].[CH2:23](Br)[C:24]1[CH:29]=[CH:28][CH:27]=[CH:26][CH:25]=1.O. The catalyst is CN(C)C=O. The product is [N+:1]([C:4]1[CH:13]=[C:12]([CH:11]=[CH:10][C:5]=1[C:6]([O:8][CH3:9])=[O:7])[C:14]([O:16][CH2:23][C:24]1[CH:29]=[CH:28][CH:27]=[CH:26][CH:25]=1)=[O:15])([O-:3])=[O:2]. The yield is 0.630. (2) The reactants are [F:1][C:2]1[CH:7]=[CH:6][C:5]([CH2:8][C:9]2[CH:18]=[C:17]3[C:12]([C:13]([OH:25])=[C:14]([C:20]([O:22][CH2:23][CH3:24])=[O:21])[C:15](=[O:19])[NH:16]3)=[N:11][CH:10]=2)=[CH:4][CH:3]=1.FC(F)(F)S(O[CH2:32][C:33]([F:36])([F:35])[F:34])(=O)=O. No catalyst specified. The product is [F:1][C:2]1[CH:7]=[CH:6][C:5]([CH2:8][C:9]2[CH:18]=[C:17]3[C:12]([C:13]([OH:25])=[C:14]([C:20]([O:22][CH2:23][CH3:24])=[O:21])[C:15](=[O:19])[N:16]3[CH2:32][C:33]([F:36])([F:35])[F:34])=[N:11][CH:10]=2)=[CH:4][CH:3]=1. The yield is 0.950. (3) The reactants are [CH3:1][N:2]([CH3:34])[C:3]([C:5]1[N:27]([CH:28]([CH2:32]C)[CH2:29][CH2:30][CH3:31])[C:8]2[N:9]=[C:10]([N:13]=C(C3C=CC=CC=3)C3C=CC=CC=3)[N:11]=[CH:12][C:7]=2[CH:6]=1)=[O:4].Cl.CCCCCCC.CCOC(C)=O. The catalyst is C1COCC1. The product is [CH3:1][N:2]([CH3:34])[C:3]([C:5]1[N:27]([CH:28]2[CH2:29][CH2:30][CH2:31][CH2:32]2)[C:8]2[N:9]=[C:10]([NH2:13])[N:11]=[CH:12][C:7]=2[CH:6]=1)=[O:4]. The yield is 0.770. (4) The reactants are Br[C:2]1[S:6][C:5]([CH2:7][NH:8][C:9]2[N:26]=[CH:25][CH:24]=[CH:23][C:10]=2[C:11]([NH:13][C@H:14]([C:16]2[CH:21]=[CH:20][C:19]([F:22])=[CH:18][CH:17]=2)[CH3:15])=[O:12])=[CH:4][CH:3]=1.[CH3:27][C:28]1([CH3:44])[C:32]([CH3:34])([CH3:33])[O:31][B:30]([B:30]2[O:31][C:32]([CH3:34])([CH3:33])[C:28]([CH3:44])([CH3:27])[O:29]2)[O:29]1.CC([O-])=O.[K+].ClCCl. No catalyst specified. The product is [F:22][C:19]1[CH:20]=[CH:21][C:16]([C@@H:14]([NH:13][C:11](=[O:12])[C:10]2[CH:23]=[CH:24][CH:25]=[N:26][C:9]=2[NH:8][CH2:7][C:5]2[S:6][C:2]([B:30]3[O:31][C:32]([CH3:34])([CH3:33])[C:28]([CH3:44])([CH3:27])[O:29]3)=[CH:3][CH:4]=2)[CH3:15])=[CH:17][CH:18]=1. The yield is 0.610. (5) The reactants are [OH-].[NH4+].[F:3][C:4]1[CH:5]=[C:6]([N+:12]([O-])=O)[C:7]([C:10]#[N:11])=[N:8][CH:9]=1.[O-:15]S(S([O-])=O)=O.[Na+].[Na+]. The catalyst is O. The product is [NH2:12][C:6]1[C:7]([C:10]([NH2:11])=[O:15])=[N:8][CH:9]=[C:4]([F:3])[CH:5]=1. The yield is 0.580. (6) The reactants are [NH:1]([C:18]([O:20][C:21]([CH3:24])([CH3:23])[CH3:22])=[O:19])[C@@H:2]([C:8]([O:10][CH2:11][C:12]1[CH:17]=[CH:16][CH:15]=[CH:14][CH:13]=1)=[O:9])[CH2:3][CH2:4][C:5](=[O:7])[OH:6].[CH3:25][Si](C=[N+]=[N-])(C)C.[CH3:32][C:33]([O:36][C:37](O[C:37]([O:36][C:33]([CH3:35])([CH3:34])[CH3:32])=[O:38])=[O:38])([CH3:35])[CH3:34]. The catalyst is C(Cl)Cl.CO.CC#N.CN(C1C=CN=CC=1)C. The product is [C:21]([O:20][C:18]([N:1]([C:37]([O:36][C:33]([CH3:35])([CH3:34])[CH3:32])=[O:38])[C@@H:2]([C:8]([O:10][CH2:11][C:12]1[CH:13]=[CH:14][CH:15]=[CH:16][CH:17]=1)=[O:9])[CH2:3][CH2:4][C:5]([O:6][CH3:25])=[O:7])=[O:19])([CH3:24])([CH3:23])[CH3:22]. The yield is 0.720. (7) The yield is 0.760. The reactants are [F:1][C:2]1[CH:3]=[N:4][C:5]([C:8]#N)=[N:6][CH:7]=1.CC(C[AlH]CC(C)C)C.C[OH:20].Cl. The catalyst is C1COCC1. The product is [F:1][C:2]1[CH:3]=[N:4][C:5]([CH:8]=[O:20])=[N:6][CH:7]=1. (8) The reactants are C(N(C(C)C)CC)(C)C.[Br:10][C:11]1[CH:16]=[C:15]([C:17]([O-:19])=O)[CH:14]=[CH:13][C:12]=1[C:20]([O:22][CH3:23])=[O:21].CN(C(ON1N=NC2C=CC=CC1=2)=[N+](C)C)C.F[P-](F)(F)(F)(F)F.Cl.[NH:49]1[C:57]2[CH:56]=[CH:55][CH:54]=[C:53]([CH2:58][NH2:59])[C:52]=2[CH:51]=[CH:50]1.C1C=CC2N(O)N=NC=2C=1. The catalyst is CN(C)C=O. The product is [Br:10][C:11]1[CH:16]=[C:15]([C:17]([NH:59][CH2:58][C:53]2[CH:54]=[CH:55][CH:56]=[C:57]3[C:52]=2[CH:51]=[CH:50][NH:49]3)=[O:19])[CH:14]=[CH:13][C:12]=1[C:20]([O:22][CH3:23])=[O:21]. The yield is 0.700.